From a dataset of Forward reaction prediction with 1.9M reactions from USPTO patents (1976-2016). Predict the product of the given reaction. Given the reactants [CH:1]1[CH:6]=[N:5][CH:4]=[C:3]([C:7]([OH:9])=O)[CH:2]=1.CN1CCOCC1.[CH3:17][CH:18]([CH2:20][C@H:21]([NH2:26])[C:22]([O:24][CH3:25])=[O:23])[CH3:19].Cl, predict the reaction product. The product is: [CH3:25][O:24][C:22](=[O:23])[C:21]([NH2:26])([C:7]([C:3]1[CH:4]=[N:5][CH:6]=[CH:1][CH:2]=1)=[O:9])[CH2:20][CH:18]([CH3:19])[CH3:17].